This data is from Reaction yield outcomes from USPTO patents with 853,638 reactions. The task is: Predict the reaction yield, written as a fraction of the theoretical maximum amount of product (1.0 means a 100% yield; for example, 0.34 means a 34% yield). (1) The reactants are [Cl:1][C:2]1[N:7]=[C:6]([Cl:8])[C:5]([NH:9][CH2:10][C:11]([CH3:14])([OH:13])[CH3:12])=[CH:4][N:3]=1.[O:15]1[CH:20]=[CH:19][CH2:18][CH2:17][CH2:16]1.O. The catalyst is ClCCl.CC1C=CC(S(O)(=O)=O)=CC=1.N1C=CC=CC=1. The product is [Cl:1][C:2]1[N:7]=[C:6]([Cl:8])[C:5]([NH:9][CH2:10][C:11]([CH3:14])([O:13][CH:16]2[CH2:17][CH2:18][CH2:19][CH2:20][O:15]2)[CH3:12])=[CH:4][N:3]=1. The yield is 0.900. (2) The reactants are [CH:1]1([C:4]2[N:5]=[C:6]3[C:12]([C:13]([OH:15])=O)=[CH:11][NH:10][C:7]3=[N:8][CH:9]=2)[CH2:3][CH2:2]1.Cl.[NH2:17][C@H:18]([CH:23]1[CH2:25][CH2:24]1)[C:19]([CH3:22])([OH:21])[CH3:20].C(Cl)CCl.C1C=CC2N(O)N=NC=2C=1.CCN(C(C)C)C(C)C. The catalyst is CN(C=O)C. The product is [CH:23]1([C@@H:18]([NH:17][C:13]([C:12]2[C:6]3[C:7](=[N:8][CH:9]=[C:4]([CH:1]4[CH2:2][CH2:3]4)[N:5]=3)[NH:10][CH:11]=2)=[O:15])[C:19]([OH:21])([CH3:22])[CH3:20])[CH2:25][CH2:24]1. The yield is 0.300. (3) The reactants are [C:1]1([CH2:7][S:8](Cl)(=[O:10])=[O:9])[CH:6]=[CH:5][CH:4]=[CH:3][CH:2]=1.C(N(C(C)C)CC)(C)C.[O:21]1[C:25]2[CH:26]=[CH:27][C:28]([C:30]3[N:31]=[C:32]([CH:42]4[CH2:47][CH2:46][CH:45]([NH2:48])[CH2:44][CH2:43]4)[NH:33][C:34]=3[C:35]3[CH:40]=[CH:39][CH:38]=[C:37]([CH3:41])[N:36]=3)=[CH:29][C:24]=2[O:23][CH2:22]1. The catalyst is C1COCC1. The product is [O:21]1[C:25]2[CH:26]=[CH:27][C:28]([C:30]3[N:31]=[C:32]([CH:42]4[CH2:47][CH2:46][CH:45]([NH:48][S:8]([CH2:7][C:1]5[CH:6]=[CH:5][CH:4]=[CH:3][CH:2]=5)(=[O:10])=[O:9])[CH2:44][CH2:43]4)[NH:33][C:34]=3[C:35]3[CH:40]=[CH:39][CH:38]=[C:37]([CH3:41])[N:36]=3)=[CH:29][C:24]=2[O:23][CH2:22]1. The yield is 0.0900. (4) The reactants are [SH:1][C:2]1[CH:3]=[C:4]([CH:8]=[CH:9][CH:10]=1)[C:5]([OH:7])=[O:6].Br[CH2:12][C:13]1[CH:14]=[C:15]([CH:20]=[CH:21][CH:22]=1)[C:16]([O:18][CH3:19])=[O:17].C([O-])([O-])=O.[K+].[K+]. The catalyst is CN(C=O)C. The product is [CH3:19][O:18][C:16]([C:15]1[CH:14]=[C:13]([CH:22]=[CH:21][CH:20]=1)[CH2:12][S:1][C:2]1[CH:3]=[C:4]([CH:8]=[CH:9][CH:10]=1)[C:5]([OH:7])=[O:6])=[O:17]. The yield is 0.900. (5) The reactants are Cl[C:2]1[N:7]=[CH:6][C:5]([C:8]2[CH:25]=[CH:24][C:11]3[NH:12][CH:13]([C:16]4[C:21]([F:22])=[CH:20][CH:19]=[CH:18][C:17]=4[F:23])[CH2:14][O:15][C:10]=3[CH:9]=2)=[C:4]([CH3:26])[CH:3]=1.C([Sn](CCCC)(CCCC)[C:32]1[O:33][CH:34]=[CH:35][N:36]=1)CCC.C(OCC)(=O)C.CCCCCC. The catalyst is O1CCOCC1.C1C=CC(P(C2C=CC=CC=2)[C-]2C=CC=C2)=CC=1.C1C=CC(P(C2C=CC=CC=2)[C-]2C=CC=C2)=CC=1.Cl[Pd]Cl.[Fe+2]. The product is [F:23][C:17]1[CH:18]=[CH:19][CH:20]=[C:21]([F:22])[C:16]=1[CH:13]1[NH:12][C:11]2[CH:24]=[CH:25][C:8]([C:5]3[CH:6]=[N:7][C:2]([C:32]4[O:33][CH:34]=[CH:35][N:36]=4)=[CH:3][C:4]=3[CH3:26])=[CH:9][C:10]=2[O:15][CH2:14]1. The yield is 0.320. (6) The reactants are [CH3:1][O:2][C:3]1[CH:4]=[C:5]2[C:10](=[CH:11][C:12]=1[O:13][CH3:14])[N:9]=[CH:8][N:7]=[C:6]2[NH:15][C:16]1[CH:21]=[CH:20][C:19]([N+:22]([O-])=O)=[CH:18][C:17]=1[F:25]. The catalyst is CN(C=O)C.CO.[Pd]. The product is [CH3:1][O:2][C:3]1[CH:4]=[C:5]2[C:10](=[CH:11][C:12]=1[O:13][CH3:14])[N:9]=[CH:8][N:7]=[C:6]2[NH:15][C:16]1[CH:21]=[CH:20][C:19]([NH2:22])=[CH:18][C:17]=1[F:25]. The yield is 0.650. (7) The reactants are [Cl:1][C:2]1[C:10]([C:11]#[N:12])=[CH:9][CH:8]=[C:7]2[C:3]=1[CH:4]=[C:5](/[CH:18]=[CH:19]\[CH3:20])[N:6]2[CH2:13][C:14]([F:17])([F:16])[F:15].ClC1C(C#N)=CC=C2C=1C=C(/C=C/C)N2CC(F)(F)F. The catalyst is CCOC(C)=O.O=[Pt]=O. The product is [Cl:1][C:2]1[C:10]([C:11]#[N:12])=[CH:9][CH:8]=[C:7]2[C:3]=1[CH:4]=[C:5]([CH2:18][CH2:19][CH3:20])[N:6]2[CH2:13][C:14]([F:15])([F:16])[F:17]. The yield is 0.920. (8) The reactants are C([Li])CCC.Br[C:7]1[CH:8]=[CH:9][CH:10]=[C:11]2[C:16]=1[CH2:15][N:14]([CH3:17])[CH2:13][CH2:12]2.[S:18](=[O:20])=[O:19].[Cl:21]NC(=O)CCC(N)=O. The catalyst is O1CCCC1.CCCCCC.ClCCl. The product is [CH3:17][N:14]1[CH2:13][CH2:12][C:11]2[C:16](=[C:7]([S:18]([Cl:21])(=[O:20])=[O:19])[CH:8]=[CH:9][CH:10]=2)[CH2:15]1. The yield is 0.440. (9) The product is [O:1]=[C:2]1[C:6]2([CH2:11][CH2:10][N:9]([CH2:41][CH2:42][CH2:43][C:44](=[O:45])[C:46]3[CH:51]=[CH:50][CH:49]=[CH:48][CH:47]=3)[CH2:8][CH2:7]2)[N:5]([C:12]2[CH:13]=[CH:14][CH:15]=[CH:16][CH:17]=2)[CH2:4][N:3]1[CH2:18][C:19]1[CH:20]=[C:21]([CH:29]=[CH:30][CH:31]=1)[C:22]([O:24][C:25]([CH3:28])([CH3:26])[CH3:27])=[O:23]. The reactants are [O:1]=[C:2]1[C:6]2([CH2:11][CH2:10][NH:9][CH2:8][CH2:7]2)[N:5]([C:12]2[CH:17]=[CH:16][CH:15]=[CH:14][CH:13]=2)[CH2:4][N:3]1[CH2:18][C:19]1[CH:20]=[C:21]([CH:29]=[CH:30][CH:31]=1)[C:22]([O:24][C:25]([CH3:28])([CH3:27])[CH3:26])=[O:23].C(=O)([O-])[O-].[K+].[K+].[I-].[Na+].Cl[CH2:41][CH2:42][CH2:43][C:44]([C:46]1[CH:51]=[CH:50][CH:49]=[CH:48][CH:47]=1)=[O:45]. The yield is 0.410. The catalyst is CC(=O)CC. (10) The reactants are [C:1]1([N:7]2[C:11]3[CH:12]=[CH:13][CH:14]=[CH:15][C:10]=3[N:9]=[C:8]2[CH2:16]O)[CH:6]=[CH:5][CH:4]=[CH:3][CH:2]=1.C1(P(C2C=CC=CC=2)C2C=CC=CC=2)C=CC=CC=1.C1C(=O)N([Br:44])C(=O)C1. The catalyst is C(Cl)Cl. The product is [Br:44][CH2:16][C:8]1[N:7]([C:1]2[CH:6]=[CH:5][CH:4]=[CH:3][CH:2]=2)[C:11]2[CH:12]=[CH:13][CH:14]=[CH:15][C:10]=2[N:9]=1. The yield is 1.00.